This data is from Catalyst prediction with 721,799 reactions and 888 catalyst types from USPTO. The task is: Predict which catalyst facilitates the given reaction. (1) Reactant: [Cl:1][C:2]1[N:7]=[CH:6][C:5]([OH:8])=[CH:4][N:3]=1.[F:9][C:10]1[C:21]([O:22][CH3:23])=[CH:20][C:19]([O:24][CH3:25])=[C:18]([F:26])[C:11]=1[CH2:12]CS([O-])(=O)=O.CN(C)C=O.C(=O)([O-])[O-].[K+].[K+]. Product: [Cl:1][C:2]1[N:7]=[CH:6][C:5]([O:8][CH2:12][C:11]2[C:18]([F:26])=[C:19]([O:24][CH3:25])[CH:20]=[C:21]([O:22][CH3:23])[C:10]=2[F:9])=[CH:4][N:3]=1. The catalyst class is: 6. (2) Reactant: ClC(Cl)(Cl)[C:3]([C:5]1[N:14]2[C:8]([CH2:9][N:10]([C:19]([C:21]3[CH:26]=[CH:25][C:24]([C:27]4[CH:32]=[CH:31][CH:30]=[CH:29][C:28]=4[CH3:33])=[CH:23][C:22]=3[O:34][CH3:35])=[O:20])[C:11]3[CH:18]=[CH:17][CH:16]=[CH:15][C:12]=3[CH2:13]2)=[CH:7][CH:6]=1)=[O:4].[OH-].[Na+].Cl.C([O:43]CC)C.CCCCCC. Product: [CH3:35][O:34][C:22]1[CH:23]=[C:24]([C:27]2[CH:32]=[CH:31][CH:30]=[CH:29][C:28]=2[CH3:33])[CH:25]=[CH:26][C:21]=1[C:19]([N:10]1[C:11]2[CH:18]=[CH:17][CH:16]=[CH:15][C:12]=2[CH2:13][N:14]2[C:5]([C:3]([OH:4])=[O:43])=[CH:6][CH:7]=[C:8]2[CH2:9]1)=[O:20]. The catalyst class is: 21. (3) Reactant: CC1C=CC(S(O[CH2:12][C@@H:13]2[O:27][C:17]3=[C:18]4[C:23](=[CH:24][CH:25]=[C:16]3[O:15][CH2:14]2)[N:22]=[C:21]([CH3:26])[CH:20]=[CH:19]4)(=O)=O)=CC=1.[NH:28]1[CH2:33][CH:32]=[C:31]([C:34]2[C:42]3[C:37](=[CH:38][CH:39]=[CH:40][CH:41]=3)[NH:36][CH:35]=2)[CH2:30][CH2:29]1.C([O-])([O-])=O.[K+].[K+].CN(C=O)C. Product: [NH:36]1[C:37]2[C:42](=[CH:41][CH:40]=[CH:39][CH:38]=2)[C:34]([C:31]2[CH2:32][CH2:33][N:28]([CH2:12][C@@H:13]3[O:27][C:17]4=[C:18]5[C:23](=[CH:24][CH:25]=[C:16]4[O:15][CH2:14]3)[N:22]=[C:21]([CH3:26])[CH:20]=[CH:19]5)[CH2:29][CH:30]=2)=[CH:35]1. The catalyst class is: 20. (4) Reactant: [N+:1]([C:4]1[CH:5]=[C:6]([OH:10])[CH:7]=[CH:8][CH:9]=1)([O-:3])=[O:2].C1CCN2C(=NCCC2)CC1.Br[C:23]([F:30])([F:29])[C:24]([O:26][CH2:27][CH3:28])=[O:25].O1CCCC1. Product: [F:29][C:23]([F:30])([O:10][C:6]1[CH:7]=[CH:8][CH:9]=[C:4]([N+:1]([O-:3])=[O:2])[CH:5]=1)[C:24]([O:26][CH2:27][CH3:28])=[O:25]. The catalyst class is: 6. (5) Reactant: [F:1][C:2]([F:21])([F:20])[O:3][C:4]1[CH:9]=[CH:8][C:7]([C:10]2[CH:11]=[CH:12][C:13]3[O:17][N:16]=[C:15]([OH:18])[C:14]=3[CH:19]=2)=[CH:6][CH:5]=1.Br[CH2:23][C:24]1([CH3:28])[CH2:27][O:26][CH2:25]1.C(=O)([O-])[O-].[Cs+].[Cs+].O1C2C=CC=CC=2C=N1. Product: [CH3:23][C:24]1([CH2:28][O:18][C:15]2[C:14]3[CH:19]=[C:10]([C:7]4[CH:8]=[CH:9][C:4]([O:3][C:2]([F:1])([F:20])[F:21])=[CH:5][CH:6]=4)[CH:11]=[CH:12][C:13]=3[O:17][N:16]=2)[CH2:27][O:26][CH2:25]1. The catalyst class is: 39. (6) Reactant: [O:1]1[C:10]2[C:5](=[CH:6][CH:7]=[CH:8][CH:9]=2)[CH2:4][CH2:3][CH:2]1[C:11]([OH:13])=O.C(N(CC)C(C)C)(C)C.F[B-](F)(F)F.N1(OC(N(C)C)=[N+](C)C)C2C=CC=CC=2N=N1.[NH2:45][C:46]1[N:47]=[C:48]([N:57]2[CH2:62][CH2:61][NH:60][CH2:59][CH2:58]2)[C:49]2[N:55]=[C:54]([Cl:56])[CH:53]=[CH:52][C:50]=2[N:51]=1. Product: [NH2:45][C:46]1[N:47]=[C:48]([N:57]2[CH2:58][CH2:59][N:60]([C:11]([CH:2]3[CH2:3][CH2:4][C:5]4[C:10](=[CH:9][CH:8]=[CH:7][CH:6]=4)[O:1]3)=[O:13])[CH2:61][CH2:62]2)[C:49]2[N:55]=[C:54]([Cl:56])[CH:53]=[CH:52][C:50]=2[N:51]=1. The catalyst class is: 12. (7) Reactant: [I:1][C:2]1[CH:7]=[C:6]([C:8]([NH:10][CH2:11][C:12]([F:15])([F:14])[F:13])=[O:9])[CH:5]=[CH:4][C:3]=1[N:16]1[CH:20]=[C:19]([C:21]([OH:23])=O)[N:18]=[N:17]1.[CH:24]1([NH2:27])[CH2:26][CH2:25]1.C1C=CC2N(O)N=NC=2C=1.CCN=C=NCCCN(C)C. Product: [CH:24]1([NH:27][C:21]([C:19]2[N:18]=[N:17][N:16]([C:3]3[CH:4]=[CH:5][C:6]([C:8]([NH:10][CH2:11][C:12]([F:14])([F:13])[F:15])=[O:9])=[CH:7][C:2]=3[I:1])[CH:20]=2)=[O:23])[CH2:26][CH2:25]1. The catalyst class is: 338. (8) Product: [Cl:5][C:6]1[CH:11]=[CH:10][C:9]([C@H:12]([C:15]2[C:23]3[C:18](=[CH:19][C:20]([C:24]4[C:25]5[C@H:32]([CH3:33])[CH2:31][CH2:30][C:26]=5[N:27]=[CH:28][N:29]=4)=[CH:21][CH:22]=3)[NH:17][CH:16]=2)[CH2:13][NH:14][CH:2]([CH3:4])[CH3:1])=[CH:8][CH:7]=1. Reactant: [CH3:1][C:2]([CH3:4])=O.[Cl:5][C:6]1[CH:11]=[CH:10][C:9]([CH:12]([C:15]2[C:23]3[C:18](=[CH:19][C:20]([C:24]4[C:25]5[C@H:32]([CH3:33])[CH2:31][CH2:30][C:26]=5[N:27]=[CH:28][N:29]=4)=[CH:21][CH:22]=3)[NH:17][CH:16]=2)[CH2:13][NH2:14])=[CH:8][CH:7]=1.C(N(CC)C(C)C)(C)C.C(O[BH-](OC(=O)C)OC(=O)C)(=O)C.[Na+].C([O-])(O)=O.[Na+]. The catalyst class is: 2.